From a dataset of Experimentally validated miRNA-target interactions with 360,000+ pairs, plus equal number of negative samples. Binary Classification. Given a miRNA mature sequence and a target amino acid sequence, predict their likelihood of interaction. (1) The miRNA is hsa-miR-5683 with sequence UACAGAUGCAGAUUCUCUGACUUC. The protein sequence of the target gene is MEDEVVRFAKKMDKMVQKKNAAGALDLLKELKNIPMTLELLQSTRIGMSVNAIRKQSTDEEVTSLAKSLIKSWKKLLDGPSTEKDLDEKKKEPAITSQNSPEAREESTSSGNVSNRKDETNARDTYVSSFPRAPSTSDSVRLKCREMLAAALRTGDDYIAIGADEEELGSQIEEAIYQEIRNTDMKYKNRVRSRISNLKDAKNPNLRKNVLCGNIPPDLFARMTAEEMASDELKEMRKNLTKEAIREHQMAKTGGTQTDLFTCGKCKKKNCTYTQVQTRSADEPMTTFVVCNECGNRWKF.... Result: 1 (interaction). (2) Result: 0 (no interaction). The protein sequence of the target gene is MALYELFSHPVERSYRAGLCSKAALFLLLAAALTYIPPLLVAFRSHGFWLKRSSYEEQPTVRFQHQVLLVALLGPESDGFLAWSTFPAFNRLQGDRLRVPLVSTREEDRNQDGKTDMLHFKLELPLQSTEHVLGVQLILTFSYRLHRMATLVMQSMAFLQSSFPVPGSQLYVNGDLRLQQKQPLSCGGLDARYNISVINGTSPFAYDYDLTHIVAAYQERNVTTVLNDPNPIWLVGRAADAPFVINAIIRYPVEVISYQPGFWEMVKFAWVQYVSILLIFLWVFERIKIFVFQNQVVTTI.... The miRNA is hsa-miR-511-5p with sequence GUGUCUUUUGCUCUGCAGUCA. (3) The miRNA is mmu-miR-145a-5p with sequence GUCCAGUUUUCCCAGGAAUCCCU. The protein sequence of the target gene is MEPHVLGAVLYWLLLPCALLAACLLRFSGLSLVYLLFLLLLPWFPGPTRCGLQGHTGRLLRALLGLSLLFLVAHLALQICLHIVPRLDQLLGPSCSRWETLSRHIGVTRLDLKDIPNAIRLVAPDLGILVVSSVCLGICGRLARNTRQSPHPRELDDDERDVDASPTAGLQEAATLAPTRRSRLAARFRVTAHWLLVAAGRVLAVTLLALAGIAHPSALSSVYLLLFLALCTWWACHFPISTRGFSRLCVAVGCFGAGHLICLYCYQMPLAQALLPPAGIWARVLGLKDFVGPTNCSSPH.... Result: 0 (no interaction).